From a dataset of Tyrosyl-DNA phosphodiesterase HTS with 341,365 compounds. Binary Classification. Given a drug SMILES string, predict its activity (active/inactive) in a high-throughput screening assay against a specified biological target. The molecule is o1c(c2nc3c(nc2c2occc2)ccc(NC(=O)NCCOC)c3)ccc1. The result is 1 (active).